From a dataset of Full USPTO retrosynthesis dataset with 1.9M reactions from patents (1976-2016). Predict the reactants needed to synthesize the given product. Given the product [CH2:21]([NH:28][CH2:6][C:5]1[CH:8]=[CH:9][C:10]([N+:11]([O-:13])=[O:12])=[C:3]([O:2][CH3:1])[CH:4]=1)[C:22]1[CH:27]=[CH:26][CH:25]=[CH:24][CH:23]=1, predict the reactants needed to synthesize it. The reactants are: [CH3:1][O:2][C:3]1[CH:4]=[C:5]([CH:8]=[CH:9][C:10]=1[N+:11]([O-:13])=[O:12])[CH2:6]Br.C(N(CC)CC)C.[CH2:21]([NH2:28])[C:22]1[CH:27]=[CH:26][CH:25]=[CH:24][CH:23]=1.